This data is from Catalyst prediction with 721,799 reactions and 888 catalyst types from USPTO. The task is: Predict which catalyst facilitates the given reaction. The catalyst class is: 7. Product: [C:25]([O:24][C:22](=[O:23])[N:12]([CH2:11][C:7]1[CH:8]=[CH:9][CH:10]=[C:5]([CH2:4][CH2:3][OH:2])[CH:6]=1)[CH2:13][CH2:14][C:15]1[CH:20]=[CH:19][CH:18]=[CH:17][C:16]=1[OH:21])([CH3:26])([CH3:28])[CH3:27]. Reactant: C[O:2][C:3](=O)[CH2:4][C:5]1[CH:10]=[CH:9][CH:8]=[C:7]([CH2:11][N:12]([C:22]([O:24][C:25]([CH3:28])([CH3:27])[CH3:26])=[O:23])[CH2:13][CH2:14][C:15]2[CH:20]=[CH:19][CH:18]=[CH:17][C:16]=2[OH:21])[CH:6]=1.[BH4-].[Li+].